This data is from CYP2C19 inhibition data for predicting drug metabolism from PubChem BioAssay. The task is: Regression/Classification. Given a drug SMILES string, predict its absorption, distribution, metabolism, or excretion properties. Task type varies by dataset: regression for continuous measurements (e.g., permeability, clearance, half-life) or binary classification for categorical outcomes (e.g., BBB penetration, CYP inhibition). Dataset: cyp2c19_veith. (1) The compound is COc1cccc([C@@H]2Oc3ccc(OC)cc3/C(=N/OC[C@@H](O)COCc3ccco3)[C@@H]2O)c1. The result is 1 (inhibitor). (2) The drug is CCOC(=O)COc1c(OC)cc(Cl)cc1C1Nc2ccccc2C(=O)N1c1cccc(C)c1. The result is 1 (inhibitor). (3) The molecule is CO[C@]1(NC(=O)Cc2cccs2)C(=O)N2C(C(=O)[O-])=C(COC(N)=O)CS[C@H]21.[Na+]. The result is 0 (non-inhibitor). (4) The drug is N#Cc1cccc(-c2cc(NCc3cccs3)ncn2)c1. The result is 1 (inhibitor). (5) The molecule is CCn1c(N2CCN(C(=O)Nc3ccc(F)cc3)CC2)nc2ccccc21. The result is 1 (inhibitor). (6) The compound is N[C@@H](CCCCP(=O)(O)O)C(=O)O. The result is 0 (non-inhibitor). (7) The drug is Cc1ccc(NC(=O)Nc2ncccc2C)cc1. The result is 1 (inhibitor). (8) The molecule is O=C(c1ccc(Cl)cc1)N1CCN(C(=O)c2ccco2)CC1. The result is 0 (non-inhibitor).